Dataset: Cav3 T-type calcium channel HTS with 100,875 compounds. Task: Binary Classification. Given a drug SMILES string, predict its activity (active/inactive) in a high-throughput screening assay against a specified biological target. (1) The result is 0 (inactive). The drug is Clc1cc(C(=O)CSc2n(Cc3occc3)c(nn2)c2cccnc2)ccc1Cl. (2) The molecule is S(Cc1nc(Nc2cc(ccc2)C)nc(n1)N)c1nc(ccn1)C. The result is 0 (inactive). (3) The compound is S(=O)(=O)(Nc1ccc(NC(=O)C)cc1)c1c2c(ccc1)cccc2. The result is 0 (inactive). (4) The molecule is O(c1cc(c(c(O)c1)C(=O)C)CC(O)=O)C. The result is 0 (inactive). (5) The drug is S=c1nc(n(c2CCCCc12)Cc1occc1)c1cc(OC)ccc1. The result is 0 (inactive). (6) The molecule is Brc1ccc(CC(=O)NC(c2cc([N+]([O-])=O)c(NCCCC)cc2)CC(=O)N)cc1. The result is 0 (inactive).